This data is from Forward reaction prediction with 1.9M reactions from USPTO patents (1976-2016). The task is: Predict the product of the given reaction. (1) Given the reactants [CH:1]1([CH2:8][C@@H:9]2[NH:14][CH2:13][CH:12]([C:15]3[CH:20]=[C:19]([F:21])[CH:18]=[C:17]([F:22])[CH:16]=3)[NH:11][C:10]2=[O:23])[CH2:7][CH2:6][CH2:5][CH2:4][CH2:3][CH2:2]1.[C:24]([O:28][C:29](O[C:29]([O:28][C:24]([CH3:27])([CH3:26])[CH3:25])=[O:30])=[O:30])([CH3:27])([CH3:26])[CH3:25].CCN(C(C)C)C(C)C, predict the reaction product. The product is: [C:24]([O:28][C:29]([N:14]1[CH2:13][CH:12]([C:15]2[CH:16]=[C:17]([F:22])[CH:18]=[C:19]([F:21])[CH:20]=2)[NH:11][C:10](=[O:23])[C@@H:9]1[CH2:8][CH:1]1[CH2:2][CH2:3][CH2:4][CH2:5][CH2:6][CH2:7]1)=[O:30])([CH3:27])([CH3:26])[CH3:25]. (2) Given the reactants [C:1]([C:4]1[C:12]2[C:7](=[CH:8][CH:9]=[C:10]([NH:13][C:14]3[N:15]=[N:16][CH:17]=[CH:18][CH:19]=3)[CH:11]=2)[N:6]([CH2:20][C:21]([OH:23])=O)[N:5]=1)(=[O:3])[NH2:2].CCN(C(C)C)C(C)C.Cl.[Cl:34][C:35]1[CH:40]=[CH:39][CH:38]=[CH:37][C:36]=1[C:41]1[CH:46]=[CH:45][CH:44]=[C:43]([NH:47][C:48]([C@@H:50]2[CH2:54][C@@H:53]([F:55])[CH2:52][NH:51]2)=[O:49])[C:42]=1[F:56].CN(C(ON1N=NC2C=CC=NC1=2)=[N+](C)C)C.F[P-](F)(F)(F)(F)F.C(O)(C(F)(F)F)=O, predict the reaction product. The product is: [Cl:34][C:35]1[CH:40]=[CH:39][CH:38]=[CH:37][C:36]=1[C:41]1[CH:46]=[CH:45][CH:44]=[C:43]([NH:47][C:48]([C@@H:50]2[CH2:54][C@@H:53]([F:55])[CH2:52][N:51]2[C:21](=[O:23])[CH2:20][N:6]2[C:7]3[C:12](=[CH:11][C:10]([NH:13][C:14]4[N:15]=[N:16][CH:17]=[CH:18][CH:19]=4)=[CH:9][CH:8]=3)[C:4]([C:1]([NH2:2])=[O:3])=[N:5]2)=[O:49])[C:42]=1[F:56]. (3) Given the reactants [Cl:1][C:2]1[CH:3]=[C:4]([F:9])[C:5](O)=[N:6][CH:7]=1.P(Br)(Br)([Br:12])=O, predict the reaction product. The product is: [Br:12][C:5]1[C:4]([F:9])=[CH:3][C:2]([Cl:1])=[CH:7][N:6]=1. (4) Given the reactants [NH2:1][C@:2]1([CH2:30][OH:31])[CH2:6][CH2:5][C@@H:4]([C:7]2[CH:12]=[CH:11][C:10]([O:13][CH2:14][CH2:15][C:16]3[CH:21]=[CH:20][C:19]([O:22]CC4C=CC=CC=4)=[CH:18][CH:17]=3)=[CH:9][CH:8]=2)[CH2:3]1, predict the reaction product. The product is: [NH2:1][C@:2]1([CH2:30][OH:31])[CH2:6][CH2:5][C@@H:4]([C:7]2[CH:12]=[CH:11][C:10]([O:13][CH2:14][CH2:15][C:16]3[CH:17]=[CH:18][C:19]([OH:22])=[CH:20][CH:21]=3)=[CH:9][CH:8]=2)[CH2:3]1. (5) The product is: [Br:1][C:2]1[CH:3]=[N:4][C:5]2[C:10]([CH:11]=1)=[CH:9][C:8]([O:12][CH:13]([O:65][CH3:63])[C:14]([NH:23][C:19]([CH3:22])([CH3:21])[CH3:20])=[O:16])=[CH:7][CH:6]=2. Given the reactants [Br:1][C:2]1[CH:3]=[N:4][C:5]2[C:10]([CH:11]=1)=[CH:9][C:8]([O:12][CH:13](CC)[C:14]([OH:16])=O)=[CH:7][CH:6]=2.[C:19]([NH2:23])([CH3:22])([CH3:21])[CH3:20].N1(O[P+](N(C)C)(N(C)C)N(C)C)C2C=CC=CC=2N=N1.F[P-](F)(F)(F)(F)F.C(N(C(C)C)C(C)C)C.[Cl-].[Na+].O.[C:63](OCC)(=[O:65])C, predict the reaction product. (6) Given the reactants [NH2:1][C:2]1[C:7]([C:8]([O:10]C)=O)=[CH:6][CH:5]=[C:4]([CH2:12][OH:13])[N:3]=1.[C:14]([Si:18](Cl)([CH3:20])[CH3:19])([CH3:17])([CH3:16])[CH3:15].N1C=CN=C1.[N:27]([C:30]1[CH:35]=[CH:34][C:33]([O:36][CH2:37][C:38]([F:41])([F:40])[F:39])=[CH:32][CH:31]=1)=[C:28]=[S:29].[H-].[Na+].Cl, predict the reaction product. The product is: [Si:18]([O:13][CH2:12][C:4]1[CH:5]=[CH:6][C:7]2[C:8](=[O:10])[N:27]([C:30]3[CH:31]=[CH:32][C:33]([O:36][CH2:37][C:38]([F:41])([F:39])[F:40])=[CH:34][CH:35]=3)[C:28](=[S:29])[NH:1][C:2]=2[N:3]=1)([C:14]([CH3:17])([CH3:16])[CH3:15])([CH3:20])[CH3:19]. (7) The product is: [OH:1][CH2:2][CH2:3][CH2:4][N:5]1[CH:9]=[C:8]([C:10]2[CH:11]=[CH:12][C:13]([NH:21][C:22]3[C:27]([C:28]([F:29])([F:30])[F:31])=[CH:26][N:25]=[C:24]([NH:32][C:33]4[CH:47]=[CH:46][C:36]([CH2:37][P:38](=[O:45])([O:42][CH2:43][CH3:44])[O:39][CH2:40][CH3:41])=[CH:35][C:34]=4[O:48][CH3:49])[N:23]=3)=[C:14]([C:15](=[O:20])[NH:16][CH3:19])[C:18]=2[CH3:17])[CH:7]=[N:6]1. Given the reactants [OH:1][CH2:2][CH2:3][CH2:4][N:5]1[CH:9]=[C:8]([C:10]2[CH:11]=[CH:12][C:13]([NH:21][C:22]3[C:27]([C:28]([F:31])([F:30])[F:29])=[CH:26][N:25]=[C:24]([NH:32][C:33]4[CH:47]=[CH:46][C:36]([CH2:37][P:38](=[O:45])([O:42][CH2:43][CH3:44])[O:39][CH2:40][CH3:41])=[CH:35][C:34]=4[O:48][CH3:49])[N:23]=3)=[C:14]3[C:18]=2[CH2:17][N:16]([CH3:19])[C:15]3=[O:20])[CH:7]=[N:6]1.NC1C(C(NC)=O)=C(C)C(C2C=NN(CCCO)C=2)=CC=1, predict the reaction product. (8) Given the reactants [OH:1][C:2]1[CH:10]=[CH:9][CH:8]=[CH:7][C:3]=1[C:4]([OH:6])=O.[NH2:11][C@@H:12]1[C@H:16]2[O:17][CH2:18][C@H:19]([NH:20][C:21](=[O:35])[C:22]3[CH:27]=[CH:26][CH:25]=[C:24]([O:28][C:29]4[CH:34]=[CH:33][CH:32]=[CH:31][CH:30]=4)[CH:23]=3)[C@H:15]2[O:14][CH2:13]1, predict the reaction product. The product is: [OH:1][C:2]1[CH:10]=[CH:9][CH:8]=[CH:7][C:3]=1[C:4]([NH:11][C@H:12]1[CH2:13][O:14][C@@H:15]2[C@@H:19]([NH:20][C:21](=[O:35])[C:22]3[CH:27]=[CH:26][CH:25]=[C:24]([O:28][C:29]4[CH:30]=[CH:31][CH:32]=[CH:33][CH:34]=4)[CH:23]=3)[CH2:18][O:17][C@H:16]12)=[O:6]. (9) Given the reactants [CH3:1][C:2]1([CH3:27])[CH2:6][CH2:5][CH2:4][CH:3]1[C:7]1[CH:12]=[C:11]([C:13](OC)=[O:14])[CH:10]=[C:9]([F:17])[C:8]=1[C:18]1[CH:23]=[C:22]([O:24][CH3:25])[CH:21]=[CH:20][C:19]=1[F:26].[H-].[H-].[H-].[H-].[Li+].[Al+3].[OH-].[Na+], predict the reaction product. The product is: [CH3:1][C:2]1([CH3:27])[CH2:6][CH2:5][CH2:4][CH:3]1[C:7]1[CH:12]=[C:11]([CH2:13][OH:14])[CH:10]=[C:9]([F:17])[C:8]=1[C:18]1[CH:23]=[C:22]([O:24][CH3:25])[CH:21]=[CH:20][C:19]=1[F:26]. (10) Given the reactants [OH:1][C:2]1[CH:3]=[CH:4][C:5]([N+:13]([O-:15])=[O:14])=[C:6]([CH:12]=1)[C:7]([O:9][CH2:10][CH3:11])=[O:8].Cl.Cl[CH2:18][CH2:19][N:20]([CH2:23][CH3:24])[CH2:21][CH3:22], predict the reaction product. The product is: [N+:13]([C:5]1[CH:4]=[CH:3][C:2]([O:1][CH2:18][CH2:19][N:20]([CH2:23][CH3:24])[CH2:21][CH3:22])=[CH:12][C:6]=1[C:7]([O:9][CH2:10][CH3:11])=[O:8])([O-:15])=[O:14].